Binary Classification. Given a drug SMILES string, predict its activity (active/inactive) in a high-throughput screening assay against a specified biological target. From a dataset of Cav3 T-type calcium channel HTS with 100,875 compounds. The compound is OC12CC3(CC(C2)CC(C3)C1)C(OCC(=O)NC(=O)c1n(ccc1)C)=O. The result is 0 (inactive).